This data is from Forward reaction prediction with 1.9M reactions from USPTO patents (1976-2016). The task is: Predict the product of the given reaction. Given the reactants [NH:1]([C:11]([O:13][CH2:14][C:15]1[CH:20]=[CH:19][CH:18]=[CH:17][CH:16]=1)=[O:12])[C@@H:2]([C:4]([NH:6][CH2:7][C:8]([NH2:10])=[O:9])=[O:5])[CH3:3].N(C(OC[C:35]1[CH:40]=[CH:39][CH:38]=[CH:37][CH:36]=1)=O)[C@H](C(NCC(N)=O)=O)C, predict the reaction product. The product is: [NH:1]([C:11]([O:13][CH2:14][C:15]1[CH:16]=[CH:17][CH:18]=[CH:19][CH:20]=1)=[O:12])[C@@H:2]([C:4]([NH:6][CH2:7][C:8]([NH2:10])=[O:9])=[O:5])[CH2:3][C:35]1[CH:40]=[CH:39][CH:38]=[CH:37][CH:36]=1.